Dataset: Reaction yield outcomes from USPTO patents with 853,638 reactions. Task: Predict the reaction yield, written as a fraction of the theoretical maximum amount of product (1.0 means a 100% yield; for example, 0.34 means a 34% yield). (1) The reactants are [N:1]1[CH:2]=[CH:3][N:4]2[CH:9]=[C:8]([C:10]([OH:12])=O)[CH:7]=[CH:6][C:5]=12.[CH2:13]1[C@H:22]2[C@H:17]([CH2:18][CH2:19][C:20]3[CH:26]=[CH:25][CH:24]=[CH:23][C:21]=32)[NH:16][CH2:15][CH2:14]1.F[P-](F)(F)(F)(F)F.N1(OC(N(C)C)=[N+](C)C)C2N=CC=CC=2N=N1. No catalyst specified. The product is [CH2:13]1[C@H:22]2[C@H:17]([CH2:18][CH2:19][C:20]3[CH:26]=[CH:25][CH:24]=[CH:23][C:21]=32)[N:16]([C:10]([C:8]2[CH:7]=[CH:6][C:5]3[N:4]([CH:3]=[CH:2][N:1]=3)[CH:9]=2)=[O:12])[CH2:15][CH2:14]1. The yield is 0.720. (2) The reactants are [C:1]1([S:7](/[CH:10]=[CH:11]/[S:12]([C:15]2[CH:20]=[CH:19][CH:18]=[CH:17][CH:16]=2)(=[O:14])=[O:13])(=[O:9])=[O:8])[CH:6]=[CH:5][CH:4]=[CH:3][CH:2]=1.[CH:21]1[CH2:26][CH2:25][CH:24]=[CH:23][CH:22]=1. The catalyst is C1(C)C=CC=CC=1. The product is [C:1]1([S:7]([CH:10]2[CH:11]([S:12]([C:15]3[CH:16]=[CH:17][CH:18]=[CH:19][CH:20]=3)(=[O:14])=[O:13])[CH:23]3[CH2:24][CH2:25][CH:26]2[CH:21]=[CH:22]3)(=[O:8])=[O:9])[CH:2]=[CH:3][CH:4]=[CH:5][CH:6]=1. The yield is 0.965. (3) The reactants are [H-].[H-].[H-].[H-].[Li+].[Al+3].[CH3:7][N:8]1[CH2:13][CH2:12][N:11]([CH:14]2[CH2:19][CH2:18][CH2:17][C:16](=[N:20]O)[CH2:15]2)[CH2:10][CH2:9]1. The catalyst is C1COCC1. The product is [CH3:7][N:8]1[CH2:9][CH2:10][N:11]([CH:14]2[CH2:19][CH2:18][CH2:17][CH:16]([NH2:20])[CH2:15]2)[CH2:12][CH2:13]1. The yield is 0.670. (4) The reactants are [NH2:1][C:2]1[N:7]=[CH:6][C:5]([C:8]2[CH:45]=[CH:44][C:11]3=[N:12][CH:13]=[C:14]4[C:19]([N:18]([C:20]5[CH:25]=[CH:24][C:23]([N:26]6[CH2:31][CH2:30][N:29](C(OC(C)(C)C)=O)[CH2:28][CH2:27]6)=[C:22]([C:39]([F:42])([F:41])[F:40])[CH:21]=5)[C:17](=[O:43])[CH:16]=[CH:15]4)=[C:10]3[CH:9]=2)=[CH:4][CH:3]=1.C(O)(C(F)(F)F)=O.C(N(CC)CC)C.[CH3:60][C:61]([CH3:84])([O:63][C:64](=[O:83])[NH:65][CH2:66][CH2:67][O:68][CH2:69][CH2:70][O:71][CH2:72][CH2:73][O:74][CH2:75][CH2:76][O:77][CH2:78][CH2:79][C:80](O)=[O:81])[CH3:62].CN(C(ON1N=NC2C=CC=NC1=2)=[N+](C)C)C.F[P-](F)(F)(F)(F)F. The yield is 0.580. The catalyst is ClC(Cl)C. The product is [NH2:1][C:2]1[N:7]=[CH:6][C:5]([C:8]2[CH:45]=[CH:44][C:11]3=[N:12][CH:13]=[C:14]4[C:19]([N:18]([C:20]5[CH:25]=[CH:24][C:23]([N:26]6[CH2:31][CH2:30][N:29]([C:80](=[O:81])[CH2:79][CH2:78][O:77][CH2:76][CH2:75][O:74][CH2:73][CH2:72][O:71][CH2:70][CH2:69][O:68][CH2:67][CH2:66][NH:65][C:64](=[O:83])[O:63][C:61]([CH3:60])([CH3:62])[CH3:84])[CH2:28][CH2:27]6)=[C:22]([C:39]([F:42])([F:41])[F:40])[CH:21]=5)[C:17](=[O:43])[CH:16]=[CH:15]4)=[C:10]3[CH:9]=2)=[CH:4][CH:3]=1. (5) The reactants are Cl[C:2]1[CH:11]=[CH:10][C:5]([C:6]([O:8][CH3:9])=[O:7])=[CH:4][C:3]=1[N+:12]([O-:14])=[O:13].CN(C=O)C.[F:20][C:21]1[CH:26]=[CH:25][C:24]([O:27][CH3:28])=[CH:23][C:22]=1B(O)O.C(=O)([O-])[O-].[K+].[K+]. The catalyst is [Cl-].[Na+].O.C1C=CC([P]([Pd]([P](C2C=CC=CC=2)(C2C=CC=CC=2)C2C=CC=CC=2)([P](C2C=CC=CC=2)(C2C=CC=CC=2)C2C=CC=CC=2)[P](C2C=CC=CC=2)(C2C=CC=CC=2)C2C=CC=CC=2)(C2C=CC=CC=2)C2C=CC=CC=2)=CC=1. The product is [F:20][C:21]1[CH:26]=[CH:25][C:24]([O:27][CH3:28])=[CH:23][C:22]=1[C:2]1[CH:11]=[CH:10][C:5]([C:6]([O:8][CH3:9])=[O:7])=[CH:4][C:3]=1[N+:12]([O-:14])=[O:13]. The yield is 0.990. (6) The reactants are [CH3:1][O:2][C:3]1[CH:12]=[CH:11][C:6]2[C:7](=[O:10])[CH2:8][O:9][C:5]=2[C:4]=1[C:13]#[C:14][CH:15]1[CH2:20][CH2:19][N:18]([C:21]([O:23][C:24]([CH3:27])([CH3:26])[CH3:25])=[O:22])[CH2:17][CH2:16]1.[NH:28]1[C:36]2[C:31](=[CH:32][CH:33]=[CH:34][CH:35]=2)[C:30]([CH:37]=O)=[N:29]1. The catalyst is CO.N1CCCCC1. The product is [NH:28]1[C:36]2[C:31](=[CH:32][CH:33]=[CH:34][CH:35]=2)[C:30](/[CH:37]=[C:8]2\[O:9][C:5]3[C:4]([C:13]#[C:14][CH:15]4[CH2:20][CH2:19][N:18]([C:21]([O:23][C:24]([CH3:27])([CH3:26])[CH3:25])=[O:22])[CH2:17][CH2:16]4)=[C:3]([O:2][CH3:1])[CH:12]=[CH:11][C:6]=3[C:7]\2=[O:10])=[N:29]1. The yield is 0.800.